From a dataset of Forward reaction prediction with 1.9M reactions from USPTO patents (1976-2016). Predict the product of the given reaction. (1) Given the reactants ClC(Cl)(OC(=O)[O:6][C:7]([Cl:10])(Cl)Cl)Cl.[Cl:13][C:14]1[CH:15]=[CH:16][C:17]([O:20][CH:21]([CH:23]2[CH:27]([C:28]3[CH:33]=[CH:32][C:31]([Cl:34])=[C:30]([Cl:35])[CH:29]=3)[CH2:26][NH:25][CH2:24]2)[CH3:22])=[N:18][CH:19]=1.N1C=CC=CC=1.CCOC(C)=O, predict the reaction product. The product is: [Cl:13][C:14]1[CH:15]=[CH:16][C:17]([O:20][CH:21]([CH:23]2[CH:27]([C:28]3[CH:33]=[CH:32][C:31]([Cl:34])=[C:30]([Cl:35])[CH:29]=3)[CH2:26][N:25]([C:7]([Cl:10])=[O:6])[CH2:24]2)[CH3:22])=[N:18][CH:19]=1. (2) Given the reactants [C@H:1]1([C:10]([O-:12])=[O:11])[CH2:6][CH2:5][C@H:4]([C:7]([O-:9])=O)[CH2:3][CH2:2]1.O.[C:14](=O)([O-])O.[Na+], predict the reaction product. The product is: [OH:9][CH2:7][C@H:4]1[CH2:3][CH2:2][C@H:1]([C:10]([O:12][CH3:14])=[O:11])[CH2:6][CH2:5]1. (3) Given the reactants [Br:1][C:2]1[O:6][C:5]([C:7]2[C:12]([F:13])=[CH:11][CH:10]=[CH:9][C:8]=2[F:14])=[N:4][C:3]=1[C:15]#[N:16].C(=O)(O)[O-:18].[Na+], predict the reaction product. The product is: [Br:1][C:2]1[O:6][C:5]([C:7]2[C:8]([F:14])=[CH:9][CH:10]=[CH:11][C:12]=2[F:13])=[N:4][C:3]=1[C:15]([NH2:16])=[O:18]. (4) Given the reactants [F:1][C:2]([F:52])([F:51])[C:3]1[CH:4]=[C:5]([CH:44]=[C:45]([C:47]([F:50])([F:49])[F:48])[CH:46]=1)[CH2:6][N:7]([CH2:20][C:21]1[CH:26]=[C:25]([C:27]([F:30])([F:29])[F:28])[CH:24]=[CH:23][C:22]=1[C:31]1[CH:36]=[CH:35][CH:34]=[CH:33][C:32]=1[O:37][CH2:38][CH2:39][CH2:40][C:41]([OH:43])=[O:42])[C:8]1[N:13]=[CH:12][C:11]([N:14]2[CH2:19][CH2:18][O:17][CH2:16][CH2:15]2)=[CH:10][N:9]=1.[OH-].[Na+:54], predict the reaction product. The product is: [Na+:54].[F:52][C:2]([F:1])([F:51])[C:3]1[CH:4]=[C:5]([CH:44]=[C:45]([C:47]([F:48])([F:50])[F:49])[CH:46]=1)[CH2:6][N:7]([CH2:20][C:21]1[CH:26]=[C:25]([C:27]([F:28])([F:29])[F:30])[CH:24]=[CH:23][C:22]=1[C:31]1[CH:36]=[CH:35][CH:34]=[CH:33][C:32]=1[O:37][CH2:38][CH2:39][CH2:40][C:41]([O-:43])=[O:42])[C:8]1[N:13]=[CH:12][C:11]([N:14]2[CH2:15][CH2:16][O:17][CH2:18][CH2:19]2)=[CH:10][N:9]=1. (5) Given the reactants O=C[C@@H:3]([C@H:5]([C@@H:7]([C@@H:9]([CH2:11][OH:12])[OH:10])[OH:8])[OH:6])[OH:4].[C:13](Cl)(=[O:18])[C:14]([CH3:17])([CH3:16])[CH3:15].Cl[CH2:21][Cl:22], predict the reaction product. The product is: [CH3:15][C:14]([CH3:17])([CH3:16])[C:13]([O:12][C@@H:11]1[C@@H:9]([O:10][C:13](=[O:18])[C:14]([CH3:17])([CH3:16])[CH3:15])[C@H:7]([O:8][C:13](=[O:18])[C:14]([CH3:17])([CH3:16])[CH3:15])[C@@H:5]([CH2:3][O:4][C:13](=[O:18])[C:14]([CH3:17])([CH3:16])[CH3:15])[O:6][C@@H:21]1[Cl:22])=[O:18]. (6) Given the reactants [Br:1][C:2]1[CH:11]=[CH:10][C:9]2[N:8]=[CH:7][C:6]3[NH:12][C:13](=[O:26])[N:14]([C:15]4[CH:20]=[CH:19][C:18]([C:21]([CH3:25])([CH3:24])[C:22]#[N:23])=[CH:17][CH:16]=4)[C:5]=3[C:4]=2[CH:3]=1.C(N(CC)CC)C.[F:34][C:35]1[CH:40]=[C:39]([F:41])[CH:38]=[CH:37][C:36]=1[S:42](Cl)(=[O:44])=[O:43].O, predict the reaction product. The product is: [Br:1][C:2]1[CH:11]=[CH:10][C:9]2[N:8]=[CH:7][C:6]3[N:12]([S:42]([C:36]4[CH:37]=[CH:38][C:39]([F:41])=[CH:40][C:35]=4[F:34])(=[O:44])=[O:43])[C:13](=[O:26])[N:14]([C:15]4[CH:20]=[CH:19][C:18]([C:21]([CH3:24])([CH3:25])[C:22]#[N:23])=[CH:17][CH:16]=4)[C:5]=3[C:4]=2[CH:3]=1. (7) Given the reactants [NH2:1][C:2]1[CH:6]=[CH:5][N:4]([CH2:7][CH2:8][OH:9])[N:3]=1.[CH3:10][C:11](=O)[CH2:12][CH2:13][C:14](=O)[CH3:15].O.C1(C)C=CC(S(O)(=O)=O)=CC=1, predict the reaction product. The product is: [CH3:15][C:14]1[N:1]([C:2]2[CH:6]=[CH:5][N:4]([CH2:7][CH2:8][OH:9])[N:3]=2)[C:11]([CH3:10])=[CH:12][CH:13]=1.